Task: Predict the product of the given reaction.. Dataset: Forward reaction prediction with 1.9M reactions from USPTO patents (1976-2016) (1) Given the reactants F[C:2]1[CH:7]=[C:6](OC)[CH:5]=[C:4]([F:10])[C:3]=1[C:11]1[S:12][CH:13]=[C:14]([C:16]([OH:18])=[O:17])[N:15]=1.F[C:20]1C=CC=C(C)C=1B(O)O, predict the reaction product. The product is: [F:10][C:4]1[CH:5]=[CH:6][CH:7]=[C:2]([CH3:20])[C:3]=1[C:11]1[S:12][CH:13]=[C:14]([C:16]([OH:18])=[O:17])[N:15]=1. (2) Given the reactants [Cl:1][C:2]1[N:10]=[C:9]([O:11][CH2:12][CH3:13])[CH:8]=[CH:7][C:3]=1[C:4]([OH:6])=[O:5].[CH3:14]N(C)C=O.C(Cl)(=O)C(Cl)=O, predict the reaction product. The product is: [Cl:1][C:2]1[N:10]=[C:9]([O:11][CH2:12][CH3:13])[CH:8]=[CH:7][C:3]=1[C:4]([O:6][CH3:14])=[O:5]. (3) Given the reactants Br[C:2]1[CH:7]=[C:6](F)[CH:5]=[C:4]([F:9])[CH:3]=1.[NH:10]1[CH2:14][CH2:13][CH2:12][CH2:11]1.CCN(C(C)C)C(C)C.NC1C=CC=CC=1.Cl.[C:32]([N:40]1[CH2:45][CH2:44][NH:43][CH2:42][CH2:41]1)(=[O:39])[C:33]1[CH:38]=[CH:37][CH:36]=[CH:35][CH:34]=1.C([O-])([O-])=O.[Cs+].[Cs+].C1C=CC(P(C2C(C3C(P(C4C=CC=CC=4)C4C=CC=CC=4)=CC=C4C=3C=CC=C4)=C3C(C=CC=C3)=CC=2)C2C=CC=CC=2)=CC=1, predict the reaction product. The product is: [F:9][C:4]1[CH:5]=[C:6]([N:43]2[CH2:44][CH2:45][N:40]([C:32]([C:33]3[CH:34]=[CH:35][CH:36]=[CH:37][CH:38]=3)=[O:39])[CH2:41][CH2:42]2)[CH:7]=[C:2]([N:10]2[CH2:14][CH2:13][CH2:12][CH2:11]2)[CH:3]=1. (4) Given the reactants CC1(C)C(C)(C)OB([C:9]2[CH:10]=[C:11]([O:15][S:16]([CH3:19])(=[O:18])=[O:17])[CH:12]=[CH:13][CH:14]=2)O1.[CH2:21]([O:28][C:29]1[CH:34]=[CH:33][C:32](Br)=[CH:31][C:30]=1[N:36]1[S:40](=[O:42])(=[O:41])[NH:39][C:38](=[O:43])[CH2:37]1)[C:22]1[CH:27]=[CH:26][CH:25]=[CH:24][CH:23]=1.C([O-])([O-])=O.[Na+].[Na+], predict the reaction product. The product is: [CH2:21]([O:28][C:29]1[CH:34]=[CH:33][C:32]([C:9]2[CH:14]=[CH:13][CH:12]=[C:11]([O:15][S:16]([CH3:19])(=[O:17])=[O:18])[CH:10]=2)=[CH:31][C:30]=1[N:36]1[CH2:37][C:38](=[O:43])[NH:39][S:40]1(=[O:42])=[O:41])[C:22]1[CH:27]=[CH:26][CH:25]=[CH:24][CH:23]=1. (5) Given the reactants [CH:1]([N-]C(C)C)(C)[CH3:2].[Li+].[CH2:9]([O:11][C:12](=[O:21])[CH2:13][C:14]1[CH:19]=[CH:18][C:17]([Cl:20])=[CH:16][CH:15]=1)[CH3:10].O1[CH2:26][CH2:25][CH2:24][CH2:23]1.CN(C)P(N(C)C)(N(C)C)=O, predict the reaction product. The product is: [CH2:9]([O:11][C:12](=[O:21])[CH:13]([C:14]1[CH:19]=[CH:18][C:17]([Cl:20])=[CH:16][CH:15]=1)[CH2:23][CH:24]1[CH2:2][CH2:1][CH2:26][CH2:25]1)[CH3:10]. (6) Given the reactants [CH2:1]([C:3]1[CH:8]=[C:7]([O:9][CH2:10][O:11][CH2:12][CH2:13][Si:14]([CH3:17])([CH3:16])[CH3:15])[CH:6]=[CH:5][C:4]=1[C:18]1[N:23]=[CH:22][C:21]2[CH:24]=[N:25][N:26]([CH2:27][O:28][CH2:29][CH2:30][Si:31]([CH3:34])([CH3:33])[CH3:32])[C:20]=2[CH:19]=1)[CH3:2].C1C=C(Cl)C=C(C(OO)=[O:43])C=1, predict the reaction product. The product is: [CH2:1]([C:3]1[CH:8]=[C:7]([O:9][CH2:10][O:11][CH2:12][CH2:13][Si:14]([CH3:15])([CH3:16])[CH3:17])[CH:6]=[CH:5][C:4]=1[C:18]1[N+:23]([O-:43])=[CH:22][C:21]2[CH:24]=[N:25][N:26]([CH2:27][O:28][CH2:29][CH2:30][Si:31]([CH3:32])([CH3:34])[CH3:33])[C:20]=2[CH:19]=1)[CH3:2].